Dataset: Reaction yield outcomes from USPTO patents with 853,638 reactions. Task: Predict the reaction yield, written as a fraction of the theoretical maximum amount of product (1.0 means a 100% yield; for example, 0.34 means a 34% yield). (1) The reactants are [S:1]1[CH:5]=[CH:4][C:3]([NH:6][C:7](=[O:13])[O:8][C:9]([CH3:12])([CH3:11])[CH3:10])=[CH:2]1.[I:14]I.[Cl-].[Na+]. The catalyst is O1CCCC1. The product is [I:14][C:2]1[S:1][CH:5]=[CH:4][C:3]=1[NH:6][C:7](=[O:13])[O:8][C:9]([CH3:10])([CH3:12])[CH3:11]. The yield is 0.490. (2) The yield is 0.850. The reactants are [C:1]12([CH2:11][O:12][C:13]3[C:25]([CH:26]4[CH2:28][CH2:27]4)=[CH:24][C:16]([C:17]([O:19]C(C)(C)C)=[O:18])=[C:15]([F:29])[CH:14]=3)[CH2:10][CH:5]3[CH2:6][CH:7]([CH2:9][CH:3]([CH2:4]3)[CH2:2]1)[CH2:8]2.FC(F)(F)C(O)=O. The product is [C:1]12([CH2:11][O:12][C:13]3[C:25]([CH:26]4[CH2:27][CH2:28]4)=[CH:24][C:16]([C:17]([OH:19])=[O:18])=[C:15]([F:29])[CH:14]=3)[CH2:2][CH:3]3[CH2:4][CH:5]([CH2:6][CH:7]([CH2:9]3)[CH2:8]1)[CH2:10]2. The catalyst is ClCCl. (3) The reactants are [CH3:1][CH:2]1[C:10]2[CH:9]=[CH:8][CH:7]=[C:6]([NH2:11])[C:5]=2[CH2:4][C:3]21[CH2:15][CH2:14][CH2:13][CH2:12]2.C(N(CC)CC)C.[Cl:23][C:24]1[N:28]([CH3:29])[N:27]=[C:26]([CH:30]([F:32])[F:31])[C:25]=1[C:33](Cl)=[O:34]. The catalyst is C(Cl)Cl.CN(C1C=CN=CC=1)C. The product is [Cl:23][C:24]1[N:28]([CH3:29])[N:27]=[C:26]([CH:30]([F:31])[F:32])[C:25]=1[C:33]([NH:11][C:6]1[CH:7]=[CH:8][CH:9]=[C:10]2[C:5]=1[CH2:4][C:3]1([CH2:12][CH2:13][CH2:14][CH2:15]1)[CH:2]2[CH3:1])=[O:34]. The yield is 0.640. (4) The product is [NH2:25][C:22]1[CH:23]=[CH:24][C:19]([N:4]2[C:5]3=[N:6][CH:7]=[N:8][C:9]([NH:11][C:12](=[O:18])[O:13][C:14]([CH3:15])([CH3:16])[CH3:17])=[C:10]3[C:2]([I:1])=[N:3]2)=[N:20][CH:21]=1. The catalyst is CO.C1COCC1.O.[Fe]. The reactants are [I:1][C:2]1[C:10]2[C:5](=[N:6][CH:7]=[N:8][C:9]=2[NH:11][C:12](=[O:18])[O:13][C:14]([CH3:17])([CH3:16])[CH3:15])[N:4]([C:19]2[CH:24]=[CH:23][C:22]([N+:25]([O-])=O)=[CH:21][N:20]=2)[N:3]=1.[NH4+].[Cl-]. The yield is 0.520. (5) The reactants are [Br:1][C:2]1[CH:3]=[CH:4][CH:5]=[C:6]2[C:11]=1[NH:10][C:9](=[O:12])[CH:8]=[CH:7]2.[C:13](=O)([O-])[O-].[K+].[K+].CI. The catalyst is CN(C)C=O. The product is [Br:1][C:2]1[CH:3]=[CH:4][CH:5]=[C:6]2[C:11]=1[N:10]=[C:9]([O:12][CH3:13])[CH:8]=[CH:7]2. The yield is 0.740. (6) The reactants are [CH2:1]([O:3][C:4](=[O:12])[C:5]([S:8][C:9](=O)[CH3:10])([CH3:7])[CH3:6])[CH3:2].C[O-].[Na+].BrCC[CH2:19][C:20]([F:23])([F:22])[F:21]. The product is [CH2:1]([O:3][C:4](=[O:12])[C:5]([CH3:7])([S:8][CH2:9][CH2:10][CH2:19][C:20]([F:23])([F:22])[F:21])[CH3:6])[CH3:2]. The catalyst is C(O)C. The yield is 0.840. (7) The reactants are [CH3:1][O:2][C:3]1[C:4]([CH3:17])=[C:5]([C:9]2[O:15][C:14](=[O:16])[C:11]3([CH2:13][CH2:12]3)[N:10]=2)[CH:6]=[CH:7][CH:8]=1.Cl.[CH3:19][NH:20][O:21][CH3:22].N1C=CC=CC=1.C(Cl)Cl. The catalyst is C(OCC)(=O)C. The product is [CH3:1][O:2][C:3]1[C:4]([CH3:17])=[C:5]([CH:6]=[CH:7][CH:8]=1)[C:9]([NH:10][C:11]1([C:14](=[O:16])[N:20]([O:21][CH3:22])[CH3:19])[CH2:13][CH2:12]1)=[O:15]. The yield is 0.690.